Dataset: NCI-60 drug combinations with 297,098 pairs across 59 cell lines. Task: Regression. Given two drug SMILES strings and cell line genomic features, predict the synergy score measuring deviation from expected non-interaction effect. (1) Synergy scores: CSS=41.3, Synergy_ZIP=-10.4, Synergy_Bliss=-14.6, Synergy_Loewe=-12.0, Synergy_HSA=-7.01. Drug 1: CC1CCCC2(C(O2)CC(NC(=O)CC(C(C(=O)C(C1O)C)(C)C)O)C(=CC3=CSC(=N3)C)C)C. Drug 2: CC12CCC3C(C1CCC2OP(=O)(O)O)CCC4=C3C=CC(=C4)OC(=O)N(CCCl)CCCl.[Na+]. Cell line: HOP-62. (2) Drug 1: C1=NC2=C(N=C(N=C2N1C3C(C(C(O3)CO)O)O)F)N. Drug 2: CC12CCC3C(C1CCC2O)C(CC4=C3C=CC(=C4)O)CCCCCCCCCS(=O)CCCC(C(F)(F)F)(F)F. Cell line: NCI-H460. Synergy scores: CSS=0.489, Synergy_ZIP=-0.642, Synergy_Bliss=-1.64, Synergy_Loewe=-1.96, Synergy_HSA=-1.98. (3) Drug 1: C1CCC(C1)C(CC#N)N2C=C(C=N2)C3=C4C=CNC4=NC=N3. Drug 2: COC1=CC(=CC(=C1O)OC)C2C3C(COC3=O)C(C4=CC5=C(C=C24)OCO5)OC6C(C(C7C(O6)COC(O7)C8=CC=CS8)O)O. Cell line: BT-549. Synergy scores: CSS=29.9, Synergy_ZIP=0.701, Synergy_Bliss=-1.32, Synergy_Loewe=-29.9, Synergy_HSA=-3.56.